Dataset: Forward reaction prediction with 1.9M reactions from USPTO patents (1976-2016). Task: Predict the product of the given reaction. (1) Given the reactants [NH2:1][C@@H:2]1[C:19]2[CH:20]=[C:15]([CH:16]=[N:17][CH:18]=2)[C:14]2[CH:13]=[CH:12][N:11]=[CH:10][C:9]=2[NH:8][C:7](=[O:21])[C@H:6]([CH3:22])[CH2:5][CH2:4][CH2:3]1.[Cl:23][C:24]1[CH:25]=[CH:26][C:27]([N:37]2[CH:41]=[C:40]([C:42]([F:45])([F:44])[F:43])[N:39]=[N:38]2)=[C:28]([C:30]2[N:35]=[CH:34]N=[C:32]([OH:36])[CH:31]=2)[CH:29]=1, predict the reaction product. The product is: [Cl:23][C:24]1[CH:25]=[CH:26][C:27]([N:37]2[CH:41]=[C:40]([C:42]([F:43])([F:44])[F:45])[N:39]=[N:38]2)=[C:28]([C:30]2[N:35]=[CH:34][N:1]([C@@H:2]3[C:19]4[CH:20]=[C:15]([CH:16]=[N:17][CH:18]=4)[C:14]4[C:9](=[CH:10][N:11]=[CH:12][CH:13]=4)[NH:8][C:7](=[O:21])[C@H:6]([CH3:22])[CH2:5][CH2:4][CH2:3]3)[C:32](=[O:36])[CH:31]=2)[CH:29]=1. (2) Given the reactants C1C=CC(P(C2C=CC=CC=2)C2C=CC=CC=2)=CC=1.[N:20]([CH:23]([C:35]1[CH:40]=[CH:39][C:38]([CH3:41])=[CH:37][C:36]=1[CH3:42])[C:24]1[CH:25]=[C:26]([NH:30][S:31]([CH3:34])(=[O:33])=[O:32])[CH:27]=[CH:28][CH:29]=1)=[N+]=[N-].O, predict the reaction product. The product is: [NH2:20][CH:23]([C:35]1[CH:40]=[CH:39][C:38]([CH3:41])=[CH:37][C:36]=1[CH3:42])[C:24]1[CH:25]=[C:26]([NH:30][S:31]([CH3:34])(=[O:33])=[O:32])[CH:27]=[CH:28][CH:29]=1. (3) Given the reactants [C:1]([O:8][CH3:9])(=[O:7])/[CH:2]=[CH:3]/[C:4]([O-:6])=[O:5].Cl.C(N=C=NCCCN(C)C)C.O[C:23]1[CH:33]=[CH:32][CH:31]=[CH:30][C:24]=1[C:25]([N:27]([CH3:29])[CH3:28])=[O:26], predict the reaction product. The product is: [CH3:9][O:8][C:1](=[O:7])/[CH:2]=[CH:3]/[C:4]([O:6][C:23]1[CH:33]=[CH:32][CH:31]=[CH:30][C:24]=1[C:25](=[O:26])[N:27]([CH3:28])[CH3:29])=[O:5]. (4) The product is: [F:14][C:12]1[CH:11]=[C:4]([CH:3]=[C:2]([B:18]2[O:19][C:20]([CH3:22])([CH3:21])[C:16]([CH3:32])([CH3:15])[O:17]2)[CH:13]=1)[O:5][CH2:6][CH:7]([CH3:10])[CH2:8][OH:9]. Given the reactants Br[C:2]1[CH:3]=[C:4]([CH:11]=[C:12]([F:14])[CH:13]=1)[O:5][CH2:6][CH:7]([CH3:10])[CH2:8][OH:9].[CH3:15][C:16]1([CH3:32])[C:20]([CH3:22])([CH3:21])[O:19][B:18]([B:18]2[O:19][C:20]([CH3:22])([CH3:21])[C:16]([CH3:32])([CH3:15])[O:17]2)[O:17]1.C([O-])(=O)C.[K+], predict the reaction product. (5) Given the reactants [CH3:1][O:2][C:3]1[CH:8]=[CH:7][C:6](/[CH:9]=[CH:10]/C(O)=O)=[CH:5][CH:4]=1.FC(F)(F)OC1C=CC(/C=C/[C:25]([N:27]=[N+]=[N-])=[O:26])=CC=1, predict the reaction product. The product is: [CH3:1][O:2][C:3]1[CH:4]=[C:5]2[C:6]([CH:9]=[CH:10][NH:27][C:25]2=[O:26])=[CH:7][CH:8]=1. (6) Given the reactants [NH2:1][C:2]1[C:3](=[O:21])[N:4]([CH2:13][C:14]2[CH:19]=[CH:18][C:17]([Cl:20])=[CH:16][CH:15]=2)[C:5](=[O:12])[N:6]([CH2:9][CH2:10][CH3:11])[C:7]=1[NH2:8].[CH3:22][CH:23]1[CH2:27][CH:26]([CH3:28])[C:25](=O)[C:24]1=O, predict the reaction product. The product is: [Cl:20][C:17]1[CH:18]=[CH:19][C:14]([CH2:13][N:4]2[C:3](=[O:21])[C:2]3[C:7](=[N:8][C:24]4[CH:23]([CH3:22])[CH2:27][CH:26]([CH3:28])[C:25]=4[N:1]=3)[N:6]([CH2:9][CH2:10][CH3:11])[C:5]2=[O:12])=[CH:15][CH:16]=1. (7) Given the reactants [CH3:1][C:2]1[C:6]([C:7]([OH:9])=[O:8])=[CH:5][NH:4][N:3]=1.S(Cl)(Cl)=O.[CH3:14]O, predict the reaction product. The product is: [CH3:1][C:2]1[C:6]([C:7]([O:9][CH3:14])=[O:8])=[CH:5][NH:4][N:3]=1.